From a dataset of Catalyst prediction with 721,799 reactions and 888 catalyst types from USPTO. Predict which catalyst facilitates the given reaction. (1) Reactant: [Cl:1][C:2]1[C:3]([C:9]2[CH:14]=[CH:13][CH:12]=[C:11]([NH:15][CH2:16][C:17]3([C:23]#[N:24])[CH2:22][CH2:21][O:20][CH2:19][CH2:18]3)[N:10]=2)=[CH:4][C:5](F)=[N:6][CH:7]=1.C(=O)([O-])[O-].[K+].[K+].[NH2:31][C@H:32]1[CH2:37][CH2:36][C@H:35]([NH:38][CH2:39][C:40]([CH3:46])([OH:45])[C:41]([F:44])([F:43])[F:42])[CH2:34][CH2:33]1.N[C@H]1CC[C@H](NC(=O)C(O)(C)C(F)(F)F)CC1. Product: [Cl:1][C:2]1[C:3]([C:9]2[CH:14]=[CH:13][CH:12]=[C:11]([NH:15][CH2:16][C:17]3([C:23]#[N:24])[CH2:22][CH2:21][O:20][CH2:19][CH2:18]3)[N:10]=2)=[CH:4][C:5]([NH:31][C@H:32]2[CH2:33][CH2:34][C@H:35]([NH:38][CH2:39][C:40]([OH:45])([CH3:46])[C:41]([F:43])([F:44])[F:42])[CH2:36][CH2:37]2)=[N:6][CH:7]=1. The catalyst class is: 829. (2) Reactant: C([O:3][C:4]([CH:6]1[CH2:11][CH2:10][N:9]([CH2:12][C:13]2[CH:18]=[CH:17][C:16]([C@@H:19]3[O:28][C:23]4=[N:24][CH:25]=[CH:26][CH:27]=[C:22]4[O:21][CH2:20]3)=[CH:15][CH:14]=2)[CH2:8][CH2:7]1)=[O:5])C. Product: [O:21]1[C:22]2[C:23](=[N:24][CH:25]=[CH:26][CH:27]=2)[O:28][C@@H:19]([C:16]2[CH:15]=[CH:14][C:13]([CH2:12][N:9]3[CH2:10][CH2:11][CH:6]([C:4]([OH:5])=[O:3])[CH2:7][CH2:8]3)=[CH:18][CH:17]=2)[CH2:20]1. The catalyst class is: 88. (3) Reactant: [Br:1][C:2]1[CH:7]=[CH:6][C:5]([C:8]2[CH:13]=[CH:12][C:11]([Br:14])=[CH:10][C:9]=2[CH2:15]O)=[C:4]([CH2:17][OH:18])[CH:3]=1.Br. Product: [Br:14][C:11]1[CH:12]=[CH:13][C:8]2[C:5]3[CH:6]=[CH:7][C:2]([Br:1])=[CH:3][C:4]=3[CH2:17][O:18][CH2:15][C:9]=2[CH:10]=1. The catalyst class is: 1. (4) Reactant: [CH3:1][C:2]1([CH3:26])[CH2:7][CH2:6][C:5]([C:8]2[C:9]([C:20](=[O:25])[C:21]([O:23][CH3:24])=[O:22])=[C:10]([CH3:19])[S:11][C:12]=2[C:13]2[CH:18]=[CH:17][N:16]=[CH:15][CH:14]=2)=[CH:4][CH2:3]1.[BH4-].[BH4-].[BH4-].[BH4-].[Na+].[Na+].[Na+].[Na+].O1CCC[CH2:36]1. Product: [CH3:1][C:2]1([CH3:26])[CH2:7][CH2:6][C:5]([C:8]2[C:9]([CH:20]([OH:25])[C:21]([O:23][CH2:24][CH3:36])=[O:22])=[C:10]([CH3:19])[S:11][C:12]=2[C:13]2[CH:14]=[CH:15][N:16]=[CH:17][CH:18]=2)=[CH:4][CH2:3]1. The catalyst class is: 8. (5) Reactant: C(OC(=O)[NH:10][C:11]1[C:12]([C:27]([NH:29][C:30]2[CH:31]=[N:32][CH:33]=[CH:34][C:35]=2[N:36]2[CH2:41][C@H:40]([CH3:42])[C@H:39]([N:43]3[CH:47]=[CH:46][N:45]=[N:44]3)[C@H:38]([NH:48]C(OC(C)(C)C)=O)[CH2:37]2)=[O:28])=[N:13][C:14]2[C:19]([CH:20]=1)=[CH:18][CH:17]=[C:16]([C:21]1[CH2:22][CH2:23][O:24][CH2:25][CH:26]=1)[CH:15]=2)C1C=CC=CC=1.C1COCC1.Cl.O1CCOCC1. Product: [NH2:10][C:11]1[C:12]([C:27]([NH:29][C:30]2[CH:31]=[N:32][CH:33]=[CH:34][C:35]=2[N:36]2[CH2:41][C@H:40]([CH3:42])[C@H:39]([N:43]3[CH:47]=[CH:46][N:45]=[N:44]3)[C@H:38]([NH2:48])[CH2:37]2)=[O:28])=[N:13][C:14]2[C:19]([CH:20]=1)=[CH:18][CH:17]=[C:16]([CH:21]1[CH2:26][CH2:25][O:24][CH2:23][CH2:22]1)[CH:15]=2. The catalyst class is: 5. (6) Reactant: C(O[C:6](=O)[NH:7][CH2:8][CH2:9][C@@H:10]([OH:15])[C:11]([F:14])([F:13])[F:12])(C)(C)C.[H-].[Al+3].[Li+].[H-].[H-].[H-]. Product: [F:12][C:11]([F:14])([F:13])[C@H:10]([OH:15])[CH2:9][CH2:8][NH:7][CH3:6]. The catalyst class is: 1.